Predict the reactants needed to synthesize the given product. From a dataset of Full USPTO retrosynthesis dataset with 1.9M reactions from patents (1976-2016). (1) Given the product [CH3:1][S:2]([O:5][C:6]1[C:14]([O:15][CH3:16])=[CH:13][C:12]([C:17]2[N:18]([C:28]([O:30][C:31]([CH3:32])([CH3:33])[CH3:34])=[O:29])[C:19]3[C:24]([CH:25]=2)=[CH:23][C:22]([CH2:26][N:38]([CH2:39][CH2:40][CH3:41])[CH2:36][CH3:37])=[CH:21][CH:20]=3)=[C:11]2[C:7]=1[CH2:8][NH:9][C:10]2=[O:35])(=[O:3])=[O:4], predict the reactants needed to synthesize it. The reactants are: [CH3:1][S:2]([O:5][C:6]1[C:14]([O:15][CH3:16])=[CH:13][C:12]([C:17]2[N:18]([C:28]([O:30][C:31]([CH3:34])([CH3:33])[CH3:32])=[O:29])[C:19]3[C:24]([CH:25]=2)=[CH:23][C:22]([CH:26]=O)=[CH:21][CH:20]=3)=[C:11]2[C:7]=1[CH2:8][NH:9][C:10]2=[O:35])(=[O:4])=[O:3].[CH2:36]([NH:38][CH2:39][CH2:40][CH3:41])[CH3:37].C(O)(=O)C.C(O[BH-](OC(=O)C)OC(=O)C)(=O)C.[Na+]. (2) The reactants are: [OH:1][NH:2][C:3](=[NH:14])[C:4]1[CH:9]=[CH:8][CH:7]=[C:6]([S:10](=[O:13])(=[O:12])[NH2:11])[CH:5]=1.[F:15][CH:16]([F:36])[C:17]1[N:22]=[C:21]([C:23](O)=O)[N:20]=[C:19]([C:26]2[CH:31]=[CH:30][C:29]([C:32]([F:35])([F:34])[F:33])=[CH:28][CH:27]=2)[CH:18]=1. Given the product [F:36][CH:16]([F:15])[C:17]1[CH:18]=[C:19]([C:26]2[CH:27]=[CH:28][C:29]([C:32]([F:35])([F:34])[F:33])=[CH:30][CH:31]=2)[N:20]=[C:21]([C:23]2[O:1][N:2]=[C:3]([C:4]3[CH:5]=[C:6]([S:10]([NH2:11])(=[O:12])=[O:13])[CH:7]=[CH:8][CH:9]=3)[N:14]=2)[N:22]=1, predict the reactants needed to synthesize it.